The task is: Predict the reactants needed to synthesize the given product.. This data is from Full USPTO retrosynthesis dataset with 1.9M reactions from patents (1976-2016). (1) Given the product [Br:1][C:2]1[CH:3]=[C:4]2[C:12](=[CH:13][CH:14]=1)[NH:11][C:10]1[CH:9]([NH:15][C:16](=[O:25])[C:17]3[CH:22]=[CH:21][CH:20]=[CH:19][C:18]=3[O:23][CH3:24])[CH2:8][CH2:7][CH2:6][C:5]2=1, predict the reactants needed to synthesize it. The reactants are: [Br:1][C:2]1[CH:3]=[C:4]2[C:12](=[CH:13][CH:14]=1)[NH:11][C:10]1[CH:9]([NH2:15])[CH2:8][CH2:7][CH2:6][C:5]2=1.[C:16](Cl)(=[O:25])[C:17]1[C:18]([O:23][CH3:24])=[CH:19][CH:20]=[CH:21][CH:22]=1. (2) Given the product [Cl:3][C:20]1[C:19]([N+:16]([O-:18])=[O:17])=[CH:24][C:23]([C:25]([F:28])([F:27])[F:26])=[CH:22][N:21]=1, predict the reactants needed to synthesize it. The reactants are: P(Cl)(Cl)([Cl:3])=O.N1C2C(=CC=CC=2)C=CC=1.[N+:16]([C:19]1[C:20](O)=[N:21][CH:22]=[C:23]([C:25]([F:28])([F:27])[F:26])[CH:24]=1)([O-:18])=[O:17].C([O-])([O-])=O.[Na+].[Na+]. (3) Given the product [F:1][C:2]1[C:8]([F:9])=[CH:7][C:6]([F:10])=[C:5]([F:11])[C:3]=1[NH:4][C:17]1[CH:18]=[CH:19][C:14]([CH2:12][CH3:13])=[CH:15][CH:16]=1, predict the reactants needed to synthesize it. The reactants are: [F:1][C:2]1[C:8]([F:9])=[CH:7][C:6]([F:10])=[C:5]([F:11])[C:3]=1[NH2:4].[CH2:12]([C:14]1[CH:19]=[CH:18][C:17](Br)=[CH:16][CH:15]=1)[CH3:13].CC(C)([O-])C.[Na+].C(P(C(C)(C)C)C(C)(C)C)(C)(C)C.Cl.